This data is from Catalyst prediction with 721,799 reactions and 888 catalyst types from USPTO. The task is: Predict which catalyst facilitates the given reaction. (1) Reactant: CS(O[CH:6]([C:11]1[CH:18]=[CH:17][C:14]([C:15]#[N:16])=[CH:13][CH:12]=1)[CH:7]([CH3:10])[CH2:8][CH3:9])(=O)=O.[H-].[Al+3].[Li+].[H-].[H-].[H-].O.[OH-].[Na+]. Product: [CH3:10][CH:7]([CH2:8][CH3:9])[CH2:6][C:11]1[CH:12]=[CH:13][C:14]([CH2:15][NH2:16])=[CH:17][CH:18]=1. The catalyst class is: 27. (2) Reactant: [CH3:1][N:2]1[C@@H:18]2[CH2:19][C:7]3[CH:8]=[CH:9][C:10]([O:22][CH3:23])=[C:11]4[O:12][C@H:13]5[C:14]([O:20]C)=[CH:15][CH:16]=[C:17]2[C@:5]5([C:6]=34)[CH2:4][CH2:3]1.C(O)=[O:25].S(=O)(=O)(O)O.OO.[OH-].[NH4+]. Product: [CH3:1][N:2]1[C@@H:18]2[CH2:19][C:7]3[CH:8]=[CH:9][C:10]([O:22][CH3:23])=[C:11]4[O:12][CH:13]5[C:14]([CH:15]=[CH:16][C@:17]2([OH:25])[C@:5]5([C:6]=34)[CH2:4][CH2:3]1)=[O:20]. The catalyst class is: 97. (3) Reactant: [CH3:1][O:2][C:3](=[O:22])[C:4]1[CH:9]=[C:8]([OH:10])[CH:7]=[CH:6][C:5]=1[NH:11][S:12]([C:15]1[CH:20]=[CH:19][C:18]([CH3:21])=[CH:17][CH:16]=1)(=[O:14])=[O:13].C([O-])([O-])=O.[K+].[K+].[CH2:29]([O:31][C:32]1[CH:37]=[C:36](F)[CH:35]=[CH:34][C:33]=1[N+:39]([O-:41])=[O:40])[CH3:30]. Product: [CH3:1][O:2][C:3](=[O:22])[C:4]1[CH:9]=[C:8]([O:10][C:36]2[CH:35]=[CH:34][C:33]([N+:39]([O-:41])=[O:40])=[C:32]([O:31][CH2:29][CH3:30])[CH:37]=2)[CH:7]=[CH:6][C:5]=1[NH:11][S:12]([C:15]1[CH:16]=[CH:17][C:18]([CH3:21])=[CH:19][CH:20]=1)(=[O:14])=[O:13]. The catalyst class is: 3. (4) Reactant: CN(C)C=O.Cl[C:7]1[CH:12]=[C:11]([O:13][CH2:14][C:15]#[C:16][CH3:17])[N:10]=[CH:9][N:8]=1.C(=O)([O-])[O-].[CH3:22][CH:23]1[CH2:28][CH2:27][CH2:26][NH:25][CH2:24]1. Product: [CH2:14]([O:13][C:11]1[CH:12]=[C:7]([N:25]2[CH2:26][CH2:27][CH2:28][CH:23]([CH3:22])[CH2:24]2)[N:8]=[CH:9][N:10]=1)[C:15]#[C:16][CH3:17]. The catalyst class is: 13. (5) Reactant: Cl.[F:2][C:3]1[CH:19]=[CH:18][C:6]([O:7][CH2:8][CH2:9][NH:10]C(=O)OC(C)(C)C)=[C:5]([C@H:20]2[CH2:24][CH2:23][CH2:22][N:21]2[C:25]2[CH:30]=[CH:29][N:28]3[N:31]=[CH:32][C:33]([CH:34]=[O:35])=[C:27]3[N:26]=2)[CH:4]=1. Product: [NH2:10][CH2:9][CH2:8][O:7][C:6]1[CH:18]=[CH:19][C:3]([F:2])=[CH:4][C:5]=1[C@H:20]1[CH2:24][CH2:23][CH2:22][N:21]1[C:25]1[CH:30]=[CH:29][N:28]2[N:31]=[CH:32][C:33]([CH:34]=[O:35])=[C:27]2[N:26]=1. The catalyst class is: 2. (6) Reactant: C1(C)C=CC=CC=1.[CH2:8]([C@H:11]1[CH2:16][CH2:15][C@H:14]([C:17]([OH:19])=O)[CH2:13][CH2:12]1)[CH2:9][CH3:10].S(Cl)([Cl:22])=O. Product: [CH2:8]([C@H:11]1[CH2:16][CH2:15][C@H:14]([C:17]([Cl:22])=[O:19])[CH2:13][CH2:12]1)[CH2:9][CH3:10]. The catalyst class is: 17.